From a dataset of Forward reaction prediction with 1.9M reactions from USPTO patents (1976-2016). Predict the product of the given reaction. (1) Given the reactants [CH3:13][C:12]([O:11][C:9](O[C:9]([O:11][C:12]([CH3:15])([CH3:14])[CH3:13])=[O:10])=[O:10])([CH3:15])[CH3:14].[Cl:16][C:17]1[C:22]([CH:23]([OH:29])[CH2:24][NH:25][CH2:26][CH2:27][OH:28])=[CH:21][C:20]([C:30]#[N:31])=[CH:19][C:18]=1[NH:32][C:33](=[O:39])[O:34][C:35]([CH3:38])([CH3:37])[CH3:36], predict the reaction product. The product is: [C:35]([O:34][C:33]([NH:32][C:18]1[C:17]([Cl:16])=[C:22]([CH:23]([OH:29])[CH2:24][N:25]([CH2:26][CH2:27][OH:28])[C:9](=[O:10])[O:11][C:12]([CH3:13])([CH3:14])[CH3:15])[CH:21]=[C:20]([C:30]#[N:31])[CH:19]=1)=[O:39])([CH3:38])([CH3:36])[CH3:37]. (2) The product is: [CH:28]1([C:26]([N:23]([CH2:22][C:13]2[CH:14]=[C:15]([C:18]([F:19])([F:21])[F:20])[CH:16]=[CH:17][C:12]=2[C:10]2[CH:11]=[C:6]([CH2:5][C:4]([OH:37])=[O:3])[CH:7]=[N:8][C:9]=2[O:31][CH2:32][C:33]([F:34])([F:35])[F:36])[CH2:24][CH3:25])=[O:27])[CH2:30][CH2:29]1. Given the reactants C([O:3][C:4](=[O:37])[CH2:5][C:6]1[CH:7]=[N:8][C:9]([O:31][CH2:32][C:33]([F:36])([F:35])[F:34])=[C:10]([C:12]2[CH:17]=[CH:16][C:15]([C:18]([F:21])([F:20])[F:19])=[CH:14][C:13]=2[CH2:22][N:23]([C:26]([CH:28]2[CH2:30][CH2:29]2)=[O:27])[CH2:24][CH3:25])[CH:11]=1)C.C(OC(=O)CC1C=C(C2C=CC(C(F)(F)F)=CC=2CN(C(C2CC2)=O)CC)C(=O)N(CC(F)(F)F)C=1)C, predict the reaction product. (3) The product is: [N:1]1[O:2][N:3]=[C:4]2[CH:9]=[C:8]([C:10](=[O:21])[C:11]#[C:12][C:13]([OH:15])([CH3:14])[CH3:20])[CH:7]=[CH:6][C:5]=12. Given the reactants [N:1]1[O:2][N:3]=[C:4]2[CH:9]=[C:8]([C:10](=[O:21])[C:11]#[C:12][C:13]([CH3:20])([O:15][Si](C)(C)C)[CH3:14])[CH:7]=[CH:6][C:5]=12.CC1C=CC(S(O)(=O)=O)=CC=1, predict the reaction product.